Predict the reactants needed to synthesize the given product. From a dataset of Full USPTO retrosynthesis dataset with 1.9M reactions from patents (1976-2016). (1) Given the product [CH3:1][O:2][C:3]1[C:8]([O:9][CH3:10])=[CH:7][CH:6]=[CH:5][C:4]=1[CH:11]([CH:13]1[CH2:14][CH2:15][N:16]([CH2:19][CH2:20][C:21]2[CH:26]=[CH:25][C:24]([F:27])=[CH:23][CH:22]=2)[CH2:17][CH2:18]1)[OH:12], predict the reactants needed to synthesize it. The reactants are: [CH3:1][O:2][C:3]1[C:8]([O:9][CH3:10])=[CH:7][CH:6]=[CH:5][C:4]=1[C:11]([CH:13]1[CH2:18][CH2:17][N:16]([CH2:19][CH2:20][C:21]2[CH:26]=[CH:25][C:24]([F:27])=[CH:23][CH:22]=2)[CH2:15][CH2:14]1)=[O:12].[BH4-].[Na+]. (2) The reactants are: [C:1]([C:3]1[CH:4]=[N:5][C:6]2[C:11]([C:12]=1[NH:13][C:14]1[CH:19]=[CH:18][C:17](/[CH:20]=[CH:21]/[C:22](O)=[O:23])=[C:16]3[O:25][CH2:26][O:27][C:15]=13)=[CH:10][C:9]([O:28][CH3:29])=[C:8]([O:30][CH3:31])[CH:7]=2)#[N:2].[CH3:32][O:33][CH2:34][CH2:35][NH:36][CH3:37]. Given the product [C:1]([C:3]1[CH:4]=[N:5][C:6]2[C:11]([C:12]=1[NH:13][C:14]1[CH:19]=[CH:18][C:17](/[CH:20]=[CH:21]/[C:22]([N:36]([CH2:35][CH2:34][O:33][CH3:32])[CH3:37])=[O:23])=[C:16]3[O:25][CH2:26][O:27][C:15]=13)=[CH:10][C:9]([O:28][CH3:29])=[C:8]([O:30][CH3:31])[CH:7]=2)#[N:2], predict the reactants needed to synthesize it. (3) Given the product [CH3:1][O:2][C:3](=[O:19])[CH:4]([N:11]1[C:16](=[O:17])[CH:15]=[C:14]([I:18])[CH:13]=[N:12]1)[CH2:5][CH:6]([CH3:10])[CH3:7], predict the reactants needed to synthesize it. The reactants are: [CH3:1][O:2][C:3](=[O:19])[CH:4]([N:11]1[C:16](=[O:17])[CH:15]=[C:14]([I:18])[CH:13]=[N:12]1)[CH2:5][CH:6]1[CH2:10]CC[CH2:7]1.IC1C=NNC(=O)C=1.COC(=O)C(Br)CC(C)C.